From a dataset of Full USPTO retrosynthesis dataset with 1.9M reactions from patents (1976-2016). Predict the reactants needed to synthesize the given product. (1) Given the product [Cl:1][C:2]1[CH:24]=[N:23][C:5]2[NH:6][C:7]3[CH:12]=[N:11][C:10]([C:13]#[N:14])=[CH:9][C:8]=3[C:4]=2[CH:3]=1, predict the reactants needed to synthesize it. The reactants are: [Cl:1][C:2]1[CH:24]=[N:23][C:5]2[N:6](COCC[Si](C)(C)C)[C:7]3[CH:12]=[N:11][C:10]([C:13]#[N:14])=[CH:9][C:8]=3[C:4]=2[CH:3]=1.CCCC[N+](CCCC)(CCCC)CCCC.[F-]. (2) Given the product [N+:12]([C:6]1[C:7]2=[N:8][O:9][N:10]=[C:11]2[C:3]([OH:2])=[CH:4][CH:5]=1)([O-:14])=[O:13], predict the reactants needed to synthesize it. The reactants are: C[O:2][C:3]1[C:11]2[C:7](=[N:8][O:9][N:10]=2)[C:6]([N+:12]([O-:14])=[O:13])=[CH:5][CH:4]=1. (3) Given the product [CH2:1]([N:7]1[C:16]2[C:11](=[CH:12][CH:13]=[CH:14][CH:15]=2)[C:10]([OH:17])=[C:9]([C:18]([NH:24][C:25]2[CH:37]=[CH:36][C:28]([C:29]([O:31][C:32]([CH3:33])([CH3:34])[CH3:35])=[O:30])=[CH:27][CH:26]=2)=[O:20])[C:8]1=[O:23])[CH2:2][CH2:3][CH2:4][CH2:5][CH3:6], predict the reactants needed to synthesize it. The reactants are: [CH2:1]([N:7]1[C:16]2[C:11](=[CH:12][CH:13]=[CH:14][CH:15]=2)[C:10]([OH:17])=[C:9]([C:18]([O:20]CC)=O)[C:8]1=[O:23])[CH2:2][CH2:3][CH2:4][CH2:5][CH3:6].[NH2:24][C:25]1[CH:37]=[CH:36][C:28]([C:29]([O:31][C:32]([CH3:35])([CH3:34])[CH3:33])=[O:30])=[CH:27][CH:26]=1. (4) Given the product [CH3:1][O:2][C:3]1[CH:4]=[C:5]2[C:10](=[CH:11][C:12]=1[O:13][CH3:14])[N:9]=[CH:8][CH:7]=[C:6]2[O:15][C:16]1[C:22]([CH3:23])=[CH:21][C:19]([NH:20][C:29](=[O:35])[O:28][CH2:26][CH:37]2[CH2:42][CH2:41][CH2:40][CH2:39][CH2:38]2)=[C:18]([CH3:24])[CH:17]=1, predict the reactants needed to synthesize it. The reactants are: [CH3:1][O:2][C:3]1[CH:4]=[C:5]2[C:10](=[CH:11][C:12]=1[O:13][CH3:14])[N:9]=[CH:8][CH:7]=[C:6]2[O:15][C:16]1[C:22]([CH3:23])=[CH:21][C:19]([NH2:20])=[C:18]([CH3:24])[CH:17]=1.Cl[C:26](Cl)([O:28][C:29](=[O:35])OC(Cl)(Cl)Cl)Cl.[CH:37]1(CO)[CH2:42][CH2:41][CH2:40][CH2:39][CH2:38]1.C(=O)(O)[O-].[Na+]. (5) Given the product [CH3:14][O:13][C:11]1[CH:12]=[C:7]([C:5]2[CH:4]=[CH:3][N:33]=[C:31]([NH:30][C:22]3[CH:23]=[C:24]([N+:27]([O-:29])=[O:28])[CH:25]=[CH:26][C:21]=3[CH3:20])[N:32]=2)[CH:8]=[N:9][CH:10]=1, predict the reactants needed to synthesize it. The reactants are: CN(C)[CH:3]=[CH:4][C:5]([C:7]1[CH:8]=[N:9][CH:10]=[C:11]([O:13][CH3:14])[CH:12]=1)=O.[N+]([O-])(O)=O.[CH3:20][C:21]1[CH:26]=[CH:25][C:24]([N+:27]([O-:29])=[O:28])=[CH:23][C:22]=1[NH:30][C:31]([NH2:33])=[NH:32]. (6) Given the product [CH2:29]([NH:25][C:18]([O:1][CH2:2][C:3]1[S:7][C:6]([C:8]([O:10][CH3:11])=[O:9])=[C:5]([C:12]2[CH:17]=[CH:16][CH:15]=[CH:14][CH:13]=2)[CH:4]=1)=[O:19])[C:28]1[CH:35]=[CH:36][CH:31]=[CH:32][CH:33]=1, predict the reactants needed to synthesize it. The reactants are: [OH:1][CH2:2][C:3]1[S:7][C:6]([C:8]([O:10][CH3:11])=[O:9])=[C:5]([C:12]2[CH:17]=[CH:16][CH:15]=[CH:14][CH:13]=2)[CH:4]=1.[C:18]([N:25]1[CH:29]=[CH:28]N=C1)(N1C=CN=C1)=[O:19].C(N)[C:31]1[CH:36]=[CH:35]C=[CH:33][CH:32]=1.N12CCCN=C1CCCCC2. (7) Given the product [CH3:1][C:2]1[N:6]([CH2:7][C:8]2[CH:13]=[CH:12][N:11]=[C:10]([CH:14]3[CH2:15][CH2:16][N:17]([C:20]([O:22][C:23]([CH3:26])([CH3:24])[CH3:25])=[O:21])[CH2:18][CH2:19]3)[CH:9]=2)[N:5]=[C:4]([C:27]2[O:31][N:30]=[C:29]([C:32]3[CH:33]=[CH:34][C:35]([O:38][C:39]([F:42])([F:40])[F:41])=[CH:36][CH:37]=3)[N:28]=2)[CH:3]=1, predict the reactants needed to synthesize it. The reactants are: [CH3:1][C:2]1[N:6]([CH2:7][C:8]2[CH:13]=[CH:12][N:11]=[C:10]([C:14]3[CH2:15][CH2:16][N:17]([C:20]([O:22][C:23]([CH3:26])([CH3:25])[CH3:24])=[O:21])[CH2:18][CH:19]=3)[CH:9]=2)[N:5]=[C:4]([C:27]2[O:31][N:30]=[C:29]([C:32]3[CH:37]=[CH:36][C:35]([O:38][C:39]([F:42])([F:41])[F:40])=[CH:34][CH:33]=3)[N:28]=2)[CH:3]=1. (8) Given the product [O:39]1[CH2:38][CH:37]([N:34]2[CH2:35][CH2:36][N:31]([C:28]3[CH:27]=[CH:26][C:25]([NH:24][C:22]4[N:21]=[CH:20][N:19]=[C:18]([C:15]5[CH:16]=[CH:17][C:10]([N:6]6[CH2:7][CH2:8][C:4]7([O:1][CH2:2][CH2:3]7)[CH2:5]6)=[C:11]([CH:14]=5)[C:12]#[N:13])[N:23]=4)=[CH:30][CH:29]=3)[CH2:32][CH2:33]2)[CH2:40]1, predict the reactants needed to synthesize it. The reactants are: [O:1]1[C:4]2([CH2:8][CH2:7][NH:6][CH2:5]2)[CH2:3][CH2:2]1.F[C:10]1[CH:17]=[CH:16][C:15]([C:18]2[N:23]=[C:22]([NH:24][C:25]3[CH:30]=[CH:29][C:28]([N:31]4[CH2:36][CH2:35][N:34]([CH:37]5[CH2:40][O:39][CH2:38]5)[CH2:33][CH2:32]4)=[CH:27][CH:26]=3)[N:21]=[CH:20][N:19]=2)=[CH:14][C:11]=1[C:12]#[N:13]. (9) Given the product [NH2:33][CH2:32][CH2:31][S:28]([NH:27][C:23]1[CH:22]=[C:21]([C:3]2[CH:4]=[C:5]([CH3:20])[C:6]([C:8]3[C:9](=[O:19])[O:10][C:11]4([CH2:18][CH2:17][CH2:16][CH2:15][CH2:14]4)[C:12]=3[OH:13])=[CH:7][C:2]=2[Cl:1])[CH:26]=[CH:25][CH:24]=1)(=[O:30])=[O:29], predict the reactants needed to synthesize it. The reactants are: [Cl:1][C:2]1[CH:7]=[C:6]([C:8]2[C:9](=[O:19])[O:10][C:11]3([CH2:18][CH2:17][CH2:16][CH2:15][CH2:14]3)[C:12]=2[OH:13])[C:5]([CH3:20])=[CH:4][C:3]=1[C:21]1[CH:26]=[CH:25][CH:24]=[C:23]([NH:27][S:28]([CH:31]=[CH2:32])(=[O:30])=[O:29])[CH:22]=1.[NH3:33]. (10) Given the product [C:4]([C:6]1[O:7][C:8]([CH2:11][N:12]2[N:16]=[C:15]([NH:17][C:18]([C:20]3[N:21]=[CH:22][O:23][C:24]=3[C:25]3[CH:26]=[C:27]([CH3:31])[CH:28]=[CH:29][CH:30]=3)=[O:19])[CH:14]=[N:13]2)=[CH:9][N:10]=1)(=[O:3])[CH3:5], predict the reactants needed to synthesize it. The reactants are: N#N.[OH:3][CH:4]([C:6]1[O:7][C:8]([CH2:11][N:12]2[N:16]=[C:15]([NH:17][C:18]([C:20]3[N:21]=[CH:22][O:23][C:24]=3[C:25]3[CH:26]=[C:27]([CH3:31])[CH:28]=[CH:29][CH:30]=3)=[O:19])[CH:14]=[N:13]2)=[CH:9][N:10]=1)[CH3:5].